From a dataset of Full USPTO retrosynthesis dataset with 1.9M reactions from patents (1976-2016). Predict the reactants needed to synthesize the given product. (1) Given the product [N:33]1([CH2:32][C@:9]2([C:3]3[CH:4]=[CH:5][C:6]([Cl:8])=[CH:7][C:2]=3[Cl:1])[O:13][C@H:12]([CH2:14][O:15][C:16]3[CH:17]=[CH:18][C:19]([N:22]4[CH2:23][CH2:24][N:25]([C:28]([O:30][CH2:31][CH2:39][O:41][CH3:42])=[O:29])[CH2:26][CH2:27]4)=[CH:20][CH:21]=3)[CH2:11][O:10]2)[CH:37]=[CH:36][N:35]=[CH:34]1, predict the reactants needed to synthesize it. The reactants are: [Cl:1][C:2]1[CH:7]=[C:6]([Cl:8])[CH:5]=[CH:4][C:3]=1[C:9]1([CH2:32][N:33]2[CH:37]=[CH:36][N:35]=[CH:34]2)[O:13][C@@H:12]([CH2:14][O:15][C:16]2[CH:21]=[CH:20][C:19]([N:22]3[CH2:27][CH2:26][N:25]([C:28]([O:30][CH3:31])=[O:29])[CH2:24][CH2:23]3)=[CH:18][CH:17]=2)[CH2:11][O:10]1.Cl[C:39]([O:41][CH2:42]COC)=O.COC(Cl)=O. (2) Given the product [O:15]1[CH:17]=[CH:16][C:13]([C:11]2([CH3:30])[O:10][CH2:8][CH2:9][O:12]2)=[CH:14]1, predict the reactants needed to synthesize it. The reactants are: C[N+]1(CCCS([O-])(=O)=O)[C@@H]2C[C@@H:8]([O:10][C:11]([CH:13]([C:16]3[CH:17]=CC=CC=3)[CH2:14][OH:15])=[O:12])[CH2:9][C@H]1CC2.O.[C:30]1(C)C=CC(S(O)(=O)=O)=CC=1.C(O)CO. (3) Given the product [CH:32]([N:4]1[CH2:5][CH2:6][N:1]([C:7]2[CH:12]=[CH:11][C:10]([NH2:13])=[CH:9][CH:8]=2)[CH2:2][CH2:3]1)([CH3:34])[CH3:31], predict the reactants needed to synthesize it. The reactants are: [N:1]1([C:7]2[CH:12]=[CH:11][C:10]([N+:13]([O-])=O)=[CH:9][CH:8]=2)[CH2:6][CH2:5][NH:4][CH2:3][CH2:2]1.[BH3-]C#N.[Na+].O.O.Cl[Sn]Cl.C([O-])([O-])=O.[Na+].[Na+].[CH3:31][C:32]([CH3:34])=O. (4) Given the product [C:2]([C:6]1[CH:16]=[CH:15][CH:14]=[CH:13][C:7]=1[O:8][CH2:9][CH2:10][N:11]([CH3:12])[C:26]([C:18]1[N:17]=[C:25]2[CH:24]=[CH:23][CH:22]=[N:21][N:20]2[CH:19]=1)=[O:28])([CH3:5])([CH3:3])[CH3:4], predict the reactants needed to synthesize it. The reactants are: Cl.[C:2]([C:6]1[CH:16]=[CH:15][CH:14]=[CH:13][C:7]=1[O:8][CH2:9][CH2:10][NH:11][CH3:12])([CH3:5])([CH3:4])[CH3:3].[N:17]1[C:18]([C:26]([OH:28])=O)=[CH:19][N:20]2[C:25]=1[CH:24]=[CH:23][CH:22]=[N:21]2. (5) Given the product [Si:16]([O:23][CH2:24][CH2:25][N:26]1[CH2:2][C:3]2[C:4](=[CH:9][C:10]([N+:13]([O-:15])=[O:14])=[CH:11][CH:12]=2)[C:5]1=[O:7])([C:19]([CH3:21])([CH3:22])[CH3:20])([CH3:18])[CH3:17], predict the reactants needed to synthesize it. The reactants are: Br[CH2:2][C:3]1[CH:12]=[CH:11][C:10]([N+:13]([O-:15])=[O:14])=[CH:9][C:4]=1[C:5]([O:7]C)=O.[Si:16]([O:23][CH2:24][CH2:25][NH2:26])([C:19]([CH3:22])([CH3:21])[CH3:20])([CH3:18])[CH3:17]. (6) Given the product [CH3:12][O:11][C:4]1[CH:3]=[C:2]([S:55][CH2:56][CH2:57][OH:58])[CH:7]=[C:6]([N+:8]([O-:10])=[O:9])[CH:5]=1, predict the reactants needed to synthesize it. The reactants are: Br[C:2]1[CH:7]=[C:6]([N+:8]([O-:10])=[O:9])[CH:5]=[C:4]([O:11][CH3:12])[CH:3]=1.CC1(C)C2C(=C(P(C3C=CC=CC=3)C3C=CC=CC=3)C=CC=2)OC2C(P(C3C=CC=CC=3)C3C=CC=CC=3)=CC=CC1=2.[SH:55][CH2:56][CH2:57][OH:58]. (7) Given the product [NH2:1][C:2]1[CH:14]=[C:13]2[C:5]([C:6]3[C:11]([CH2:15][CH2:16][CH2:17][CH3:18])([CH2:12]2)[CH2:10][CH2:9][C:8](=[O:19])[C:7]=3[N+:29]([O-:31])=[O:30])=[CH:4][C:3]=1[F:20], predict the reactants needed to synthesize it. The reactants are: [NH2:1][C:2]1[CH:14]=[C:13]2[C:5]([C:6]3[C:11]([CH2:15][CH2:16][CH2:17][CH3:18])([CH2:12]2)[CH2:10][CH2:9][C:8](=[O:19])[CH:7]=3)=[CH:4][C:3]=1[F:20].BrC1C(=O)C(Br)=C(Br)C(C)([N+:29]([O-:31])=[O:30])C=1Br. (8) The reactants are: [Cl:1][C:2]1[CH:7]=[CH:6][C:5]([S:8][C:9]2[CH:14]=[CH:13][CH:12]=[C:11]([F:15])[CH:10]=2)=[C:4]([O:16]C)[CH:3]=1.B(Br)(Br)Br. Given the product [Cl:1][C:2]1[CH:7]=[CH:6][C:5]([S:8][C:9]2[CH:14]=[CH:13][CH:12]=[C:11]([F:15])[CH:10]=2)=[C:4]([OH:16])[CH:3]=1, predict the reactants needed to synthesize it. (9) Given the product [OH:37][CH:27]([C:22]1[CH:23]=[N:24][CH:25]=[CH:26][C:21]=1[C:18]1[CH:19]=[CH:20][C:15]([C:12]2[CH:11]=[CH:10][C:9]([C:6]3([CH2:5][C:4]([OH:38])=[O:3])[CH2:8][CH2:7]3)=[CH:14][CH:13]=2)=[CH:16][CH:17]=1)[CH2:28][CH2:29][CH2:30][C:31]1[CH:32]=[CH:33][CH:34]=[CH:35][CH:36]=1, predict the reactants needed to synthesize it. The reactants are: C([O:3][C:4](=[O:38])[CH2:5][C:6]1([C:9]2[CH:14]=[CH:13][C:12]([C:15]3[CH:20]=[CH:19][C:18]([C:21]4[CH:26]=[CH:25][N:24]=[CH:23][C:22]=4[CH:27]([OH:37])[CH2:28][CH2:29][CH2:30][C:31]4[CH:36]=[CH:35][CH:34]=[CH:33][CH:32]=4)=[CH:17][CH:16]=3)=[CH:11][CH:10]=2)[CH2:8][CH2:7]1)C.CO.O.O.[OH-].[Li+]. (10) Given the product [C:1]([O:5][C:6](=[O:33])[NH:7][CH:8]1[CH2:13][CH2:12][CH:11]([NH:14][C:15](=[O:32])[C:16]2[CH:21]=[C:20]([O:22][C:35]3[CH:40]=[CH:39][C:38]([N+:41]([O-:43])=[O:42])=[CH:37][CH:36]=3)[CH:19]=[C:18]([O:23][C:24]3[CH:29]=[CH:28][C:27]([C:30]#[N:31])=[CH:26][CH:25]=3)[CH:17]=2)[CH2:10][CH2:9]1)([CH3:4])([CH3:2])[CH3:3], predict the reactants needed to synthesize it. The reactants are: [C:1]([O:5][C:6](=[O:33])[NH:7][CH:8]1[CH2:13][CH2:12][CH:11]([NH:14][C:15](=[O:32])[C:16]2[CH:21]=[C:20]([OH:22])[CH:19]=[C:18]([O:23][C:24]3[CH:29]=[CH:28][C:27]([C:30]#[N:31])=[CH:26][CH:25]=3)[CH:17]=2)[CH2:10][CH2:9]1)([CH3:4])([CH3:3])[CH3:2].Cl[C:35]1[CH:40]=[CH:39][C:38]([N+:41]([O-:43])=[O:42])=[CH:37][CH:36]=1.